Dataset: Forward reaction prediction with 1.9M reactions from USPTO patents (1976-2016). Task: Predict the product of the given reaction. (1) Given the reactants CN(/[CH:4]=[C:5]1\[C:6](=O)[C:7]2[C:12]([C@H:13]([C:15]3[CH:20]=[CH:19][CH:18]=[CH:17][C:16]=3[F:21])[CH2:14]\1)=[CH:11][CH:10]=[CH:9][CH:8]=2)C.[OH:23][CH2:24][CH2:25][CH2:26][CH2:27][N:28]1[CH2:33][CH2:32][N:31]([C:34]2[CH:39]=[CH:38][C:37]([NH:40][C:41]([NH2:43])=[NH:42])=[CH:36][CH:35]=2)[CH2:30][CH2:29]1, predict the reaction product. The product is: [F:21][C:16]1[CH:17]=[CH:18][CH:19]=[CH:20][C:15]=1[C@H:13]1[C:12]2[CH:11]=[CH:10][CH:9]=[CH:8][C:7]=2[C:6]2[N:43]=[C:41]([NH:40][C:37]3[CH:38]=[CH:39][C:34]([N:31]4[CH2:30][CH2:29][N:28]([CH2:27][CH2:26][CH2:25][CH2:24][OH:23])[CH2:33][CH2:32]4)=[CH:35][CH:36]=3)[N:42]=[CH:4][C:5]=2[CH2:14]1. (2) Given the reactants [CH3:1][N:2]([CH3:46])[C:3]([C:5]1[CH:10]=[CH:9][C:8]([NH:11][C:12](=[O:45])[NH:13][C:14]2[CH:19]=[CH:18][C:17]([C:20]3[N:29]=[C:28]([N:30]4[CH2:35][CH2:34][O:33][CH2:32][CH2:31]4)[C:27]4[C:22](=[CH:23][C:24]([C:36]5[O:40][C:39]([C:41]([O:43]C)=[O:42])=[CH:38][CH:37]=5)=[CH:25][CH:26]=4)[N:21]=3)=[CH:16][CH:15]=2)=[CH:7][CH:6]=1)=[O:4].O.[OH-].[Li+], predict the reaction product. The product is: [CH3:1][N:2]([CH3:46])[C:3]([C:5]1[CH:6]=[CH:7][C:8]([NH:11][C:12](=[O:45])[NH:13][C:14]2[CH:15]=[CH:16][C:17]([C:20]3[N:29]=[C:28]([N:30]4[CH2:35][CH2:34][O:33][CH2:32][CH2:31]4)[C:27]4[C:22](=[CH:23][C:24]([C:36]5[O:40][C:39]([C:41]([OH:43])=[O:42])=[CH:38][CH:37]=5)=[CH:25][CH:26]=4)[N:21]=3)=[CH:18][CH:19]=2)=[CH:9][CH:10]=1)=[O:4]. (3) Given the reactants [O:1]1[CH:5]=[CH:4][CH:3]=[C:2]1[C:6]1[NH:14][C:13]([NH2:15])=[N:12][C:11]2[C:7]=1[N:8]=[CH:9][N:10]=2.[CH2:16]([N:20]=[C:21]=[O:22])[CH2:17][CH2:18][CH3:19], predict the reaction product. The product is: [NH2:15][C:13]1[N:12]=[C:11]2[C:7]([N:8]=[CH:9][N:10]2[C:21]([NH:20][CH2:16][CH2:17][CH2:18][CH3:19])=[O:22])=[C:6]([C:2]2[O:1][CH:5]=[CH:4][CH:3]=2)[N:14]=1. (4) The product is: [C:1]([NH:8][C:40](=[O:39])[C@H:36]([CH2:37][CH:38]1[CH2:26][CH2:25][CH2:34][CH2:32][CH2:31]1)[NH2:35])([O:3][C:4]([CH3:5])([CH3:6])[CH3:7])=[O:2]. Given the reactants [C:1]([NH:8][C@H](C(O)=O)CC1CCCCC1)([O:3][C:4]([CH3:7])([CH3:6])[CH3:5])=[O:2].C(N([CH2:25][CH3:26])CC)C.ClC(O[CH2:31][CH:32]([CH3:34])C)=O.[NH3:35].[CH2:36]1[CH2:40][O:39][CH2:38][CH2:37]1, predict the reaction product. (5) Given the reactants C.[NH2:2][C:3]1[C:8]([N+:9]([O-])=O)=[CH:7][C:6]([C:12]2[CH:17]=[CH:16][C:15]([Br:18])=[CH:14][CH:13]=2)=[CH:5][N:4]=1.O.NN, predict the reaction product. The product is: [NH2:2][C:3]1[C:8]([NH2:9])=[CH:7][C:6]([C:12]2[CH:13]=[CH:14][C:15]([Br:18])=[CH:16][CH:17]=2)=[CH:5][N:4]=1. (6) Given the reactants [Cl:1][C:2]1[CH:10]=[CH:9][C:8]([N+:11]([O-:13])=[O:12])=[CH:7][C:3]=1[C:4]([OH:6])=O.CN(C=O)C.C(Cl)(=O)C(Cl)=O.C(=O)([O-])[O-].[K+].[K+].[NH:31]1[CH:35]=[CH:34]N=N1, predict the reaction product. The product is: [Cl:1][C:2]1[CH:10]=[CH:9][C:8]([N+:11]([O-:13])=[O:12])=[CH:7][C:3]=1[C:4]1[O:6][CH:34]=[CH:35][N:31]=1. (7) Given the reactants [Cl:1][C:2]1[CH:10]=[C:9]([C:11]([NH:13][C@H:14]([C:16]2[NH:20][C:19]3[CH:21]=[CH:22][C:23]([Cl:25])=[CH:24][C:18]=3[N:17]=2)[CH3:15])=[O:12])[CH:8]=[CH:7][C:3]=1[C:4]([OH:6])=O.CN(C(ON1N=NC2C=CC=CC1=2)=[N+](C)C)C.[B-](F)(F)(F)F.C(N(C(C)C)CC)(C)C.[NH:57]1[CH2:62][CH2:61][NH:60][CH2:59][C:58]1=[O:63].ClCl, predict the reaction product. The product is: [Cl:1][C:2]1[CH:10]=[C:9]([CH:8]=[CH:7][C:3]=1[C:4]([N:60]1[CH2:61][CH2:62][NH:57][C:58](=[O:63])[CH2:59]1)=[O:6])[C:11]([NH:13][C@H:14]([C:16]1[NH:20][C:19]2[CH:21]=[CH:22][C:23]([Cl:25])=[CH:24][C:18]=2[N:17]=1)[CH3:15])=[O:12]. (8) Given the reactants [O:1]1[CH2:6][CH2:5][CH:4]([NH:7][NH:8]C(OC(C)(C)C)=O)[CH2:3][CH2:2]1.C(OCC)(=O)C.[ClH:22], predict the reaction product. The product is: [ClH:22].[ClH:22].[O:1]1[CH2:6][CH2:5][CH:4]([NH:7][NH2:8])[CH2:3][CH2:2]1. (9) Given the reactants [NH2:1][C:2]1[CH:7]=[CH:6][CH:5]=[CH:4][CH:3]=1.[CH2:8]([O:10][C:11](=[O:22])[C:12](=[CH:18]OCC)[C:13]([O:15][CH2:16][CH3:17])=[O:14])[CH3:9], predict the reaction product. The product is: [CH2:8]([O:10][C:11](=[O:22])[C:12](=[CH:18][NH:1][C:2]1[CH:7]=[CH:6][CH:5]=[CH:4][CH:3]=1)[C:13]([O:15][CH2:16][CH3:17])=[O:14])[CH3:9].